From a dataset of Reaction yield outcomes from USPTO patents with 853,638 reactions. Predict the reaction yield, written as a fraction of the theoretical maximum amount of product (1.0 means a 100% yield; for example, 0.34 means a 34% yield). (1) The reactants are [Cl:1][C:2]1[N:7]=[C:6]([C:8]2[C:9]([C:17]3[CH:18]=[CH:19][C:20]([F:30])=[C:21]([NH:23][C:24](=[O:29])C(F)(F)F)[CH:22]=3)=[N:10][N:11]3[CH:16]=[CH:15][CH:14]=[CH:13][C:12]=23)[CH:5]=[CH:4][N:3]=1.[Li+].[OH-].[F:33][C:34]1[CH:42]=[CH:41][CH:40]=[C:39]([F:43])[C:35]=1C(Cl)=O.C(O)C(N)(CO)CO. The catalyst is CN(C=O)C.O.C1COCC1. The product is [Cl:1][C:2]1[N:7]=[C:6]([C:8]2[C:9]([C:17]3[CH:18]=[CH:19][C:20]([F:30])=[C:21]([NH:23][C:24](=[O:29])[C:35]4[C:34]([F:33])=[CH:42][CH:41]=[CH:40][C:39]=4[F:43])[CH:22]=3)=[N:10][N:11]3[CH:16]=[CH:15][CH:14]=[CH:13][C:12]=23)[CH:5]=[CH:4][N:3]=1. The yield is 0.490. (2) The reactants are [C:1]([C:3]1[C:4]([F:9])=[N:5][CH:6]=[CH:7][CH:8]=1)#[N:2]. The catalyst is CCO. The product is [NH2:2][CH2:1][C:3]1[C:4]([F:9])=[N:5][CH:6]=[CH:7][CH:8]=1. The yield is 0.900. (3) The reactants are [CH3:1][C:2]1[CH:7]=[C:6]([C:8]2[C:16]3[C:11](=[CH:12][CH:13]=[C:14]([NH:17][C:18]([C@:20]4([S:39][CH3:40])[CH2:24][CH2:23][N:22]([CH2:25][C:26](=[O:38])[CH:27]5[CH2:32][CH2:31][N:30]([C:33]6[S:34][CH:35]=[CH:36][N:37]=6)[CH2:29][CH2:28]5)[CH2:21]4)=[O:19])[CH:15]=3)[NH:10][N:9]=2)[CH:5]=[CH:4][N:3]=1.[BH4-].[Na+]. The catalyst is CO. The product is [OH:38][CH:26]([CH:27]1[CH2:28][CH2:29][N:30]([C:33]2[S:34][CH:35]=[CH:36][N:37]=2)[CH2:31][CH2:32]1)[CH2:25][N:22]1[CH2:23][CH2:24][C@@:20]([S:39][CH3:40])([C:18]([NH:17][C:14]2[CH:15]=[C:16]3[C:11](=[CH:12][CH:13]=2)[NH:10][N:9]=[C:8]3[C:6]2[CH:5]=[CH:4][N:3]=[C:2]([CH3:1])[CH:7]=2)=[O:19])[CH2:21]1. The yield is 0.590. (4) The reactants are [OH:1][C:2]1[CH:9]=[CH:8][C:5]([C:6]#[N:7])=[CH:4][C:3]=1[CH2:10][CH2:11][CH3:12].[SH2:13].C(NCC)C. The catalyst is CN(C=O)C. The product is [OH:1][C:2]1[CH:9]=[CH:8][C:5]([C:6](=[S:13])[NH2:7])=[CH:4][C:3]=1[CH2:10][CH2:11][CH3:12]. The yield is 0.930. (5) The reactants are [OH:1][C:2]1[CH:12]=[CH:11][CH:10]=[C:4]2[C:5]([O:7][C:8](=[O:9])[C:3]=12)=O.[CH3:13][O:14][C:15]1[CH:22]=[C:21]([O:23][CH3:24])[CH:20]=[CH:19][C:16]=1[CH2:17][NH2:18].C(O)(=O)C. The catalyst is O. The product is [OH:1][C:2]1[CH:12]=[CH:11][CH:10]=[C:4]2[C:3]=1[C:8](=[O:9])[N:18]([CH2:17][C:16]1[CH:19]=[CH:20][C:21]([O:23][CH3:24])=[CH:22][C:15]=1[O:14][CH3:13])[C:5]2=[O:7]. The yield is 0.730.